This data is from Experimentally validated miRNA-target interactions with 360,000+ pairs, plus equal number of negative samples. The task is: Binary Classification. Given a miRNA mature sequence and a target amino acid sequence, predict their likelihood of interaction. (1) The miRNA is mmu-miR-330-5p with sequence UCUCUGGGCCUGUGUCUUAGGC. The protein sequence of the target gene is MAKPSHSSYVLQQLNNQREWGFLCDCCIAIDDIYFQAHKAVLAACSSYFRMFFMNHQHSTAQLNLSNMKISAECFDLILQFMYLGKIMTAPSSFEQFKVAMNYLQLYNVPDCLEDIQDADCSSSKCSSSASSKQNSKMIFGVRMYEDTVARNGNEANRWCAEPSSTVNTPHNREADEESLQLGNFPEPLFDVCKKSSVSKLSTPKERVSRRFGRSFTCDSCGFGFSCEKLLDEHVLTCTNRHLYQNTRSYHRIVDIRDGKDSNIKAEFGEKDSSKTFSAQTDKYRGDTSQAADDSASTTG.... Result: 0 (no interaction). (2) The miRNA is hsa-miR-3127-3p with sequence UCCCCUUCUGCAGGCCUGCUGG. The protein sequence of the target gene is MVSWIISRLVVLIFGTLYPAYSSYKAVKTKNVKEYVKWMMYWIVFAFFTTAETLTDIVLSWFPFYFELKIAFVIWLLSPYTKGSSVLYRKFVHPTLSNKEKEIDEYITQARDKSYETMMRVGKRGLNLAANAAVTAAAKGVLSEKLRSFSMQDLTLIRDEDALPLQRPDGRLRPSPGSLLDTIEDLGDDPALSLRSSTNPADSRTEASEDDMGDKAPKRAKPIKKAPKAEPLASKTLKTRPKKKTSGGGDSA. Result: 1 (interaction).